This data is from Forward reaction prediction with 1.9M reactions from USPTO patents (1976-2016). The task is: Predict the product of the given reaction. (1) Given the reactants Br[C:2]1[CH:35]=[CH:34][C:5]([CH2:6][C:7]2[N:8]([C:20]3[CH:21]=[C:22]([N:26]4[S:30](=[O:32])(=[O:31])[NH:29][C:28](=[O:33])[CH2:27]4)[CH:23]=[CH:24][CH:25]=3)[CH:9]=[C:10]([C:12]3[CH:17]=[CH:16][C:15]([Cl:18])=[CH:14][C:13]=3[Cl:19])[N:11]=2)=[CH:4][CH:3]=1.[CH3:36][C:37]([CH3:51])([CH3:50])[CH2:38][CH2:39][O:40][C:41]1[CH:42]=[C:43](B(O)O)[CH:44]=[CH:45][CH:46]=1, predict the reaction product. The product is: [Cl:19][C:13]1[CH:14]=[C:15]([Cl:18])[CH:16]=[CH:17][C:12]=1[C:10]1[N:11]=[C:7]([CH2:6][C:5]2[CH:34]=[CH:35][C:2]([C:45]3[CH:44]=[CH:43][CH:42]=[C:41]([O:40][CH2:39][CH2:38][C:37]([CH3:51])([CH3:50])[CH3:36])[CH:46]=3)=[CH:3][CH:4]=2)[N:8]([C:20]2[CH:21]=[C:22]([N:26]3[S:30](=[O:32])(=[O:31])[NH:29][C:28](=[O:33])[CH2:27]3)[CH:23]=[CH:24][CH:25]=2)[CH:9]=1. (2) Given the reactants [C:1]([C:3]1[CH:4]=[C:5](B(O)O)[CH:6]=[CH:7][CH:8]=1)#[N:2].C(=O)([O-])[O-].[K+].[K+].Br[C:19]1[CH:27]=[C:26]2[C:22]([CH:23]=[N:24][NH:25]2)=[C:21]([NH:28][C:29]([C:31]2[N:32]=[C:33]([CH3:36])[S:34][CH:35]=2)=[O:30])[CH:20]=1, predict the reaction product. The product is: [C:1]([C:3]1[CH:4]=[C:5]([C:19]2[CH:27]=[C:26]3[C:22]([CH:23]=[N:24][NH:25]3)=[C:21]([NH:28][C:29]([C:31]3[N:32]=[C:33]([CH3:36])[S:34][CH:35]=3)=[O:30])[CH:20]=2)[CH:6]=[CH:7][CH:8]=1)#[N:2]. (3) The product is: [F:19][C:20]([F:30])([F:31])[C@H:21]1[CH2:22][CH2:23][C@H:24]([C:27]([N:3]2[CH2:7][CH2:6][CH2:5][C@@H:4]2[CH2:8][O:9][C:10]2[C:11]([C:16]([NH2:18])=[O:17])=[N:12][CH:13]=[CH:14][CH:15]=2)=[O:28])[CH2:25][CH2:26]1. Given the reactants Cl.Cl.[NH:3]1[CH2:7][CH2:6][CH2:5][C@@H:4]1[CH2:8][O:9][C:10]1[C:11]([C:16]([NH2:18])=[O:17])=[N:12][CH:13]=[CH:14][CH:15]=1.[F:19][C:20]([F:31])([F:30])[C@H:21]1[CH2:26][CH2:25][C@H:24]([C:27](O)=[O:28])[CH2:23][CH2:22]1.COC1C=C(OC[C@H]2CCCN2C([C@H]2CC[C@H](C(F)(F)F)CC2)=O)C(C(O)=O)=NC=1, predict the reaction product. (4) Given the reactants [Cl-].[CH3:2][C:3]1[CH:4]=[N+:5]([CH2:9][CH2:10][CH2:11][CH3:12])[CH:6]=[CH:7][CH:8]=1.O.[N-:14]([C:17]#[N:18])[C:15]#[N:16].[Na+], predict the reaction product. The product is: [N-:14]([C:17]#[N:18])[C:15]#[N:16].[CH3:2][C:3]1[CH:4]=[N+:5]([CH2:9][CH2:10][CH2:11][CH3:12])[CH:6]=[CH:7][CH:8]=1. (5) Given the reactants Cl[Si](Cl)(C)C.[CH3:6][O:7][C:8]1[CH:9]=[C:10]([S:18](Cl)(=O)=O)[CH:11]=[C:12]([O:16][CH3:17])[C:13]=1[O:14][CH3:15].CN1CCN(C)C1=O, predict the reaction product. The product is: [CH3:6][O:7][C:8]1[CH:9]=[C:10]([SH:18])[CH:11]=[C:12]([O:16][CH3:17])[C:13]=1[O:14][CH3:15]. (6) Given the reactants N1[N:5]2[C:6](=[O:14])[C:7]3[N:8]([N:11]=[CH:12][CH:13]=3)[C:9](=O)[C:4]2=[CH:3][CH:2]=1.[S:15]1[C:19]2C=C(N)C=C[C:18]=2[N:17]=[CH:16]1.CN(C=O)C, predict the reaction product. The product is: [S:15]1[C:2]2[CH:3]=[C:4]([NH:5][C:6]([C:7]3[CH:13]=[CH:12][NH:11][N:8]=3)=[O:14])[CH:9]=[CH:19][C:18]=2[N:17]=[CH:16]1. (7) Given the reactants [CH3:1][C:2]1[CH:7]=[CH:6][CH:5]=[C:4]([CH3:8])[C:3]=1[C:9]1[CH:14]=[CH:13][CH:12]=[C:11]([CH2:15][NH:16][C:17]2[CH:22]=[CH:21][C:20]([CH2:23][CH2:24][C:25]([O:27][CH3:28])=[O:26])=[CH:19][CH:18]=2)[CH:10]=1.[C:29](OC(=O)C)(=[O:31])[CH3:30], predict the reaction product. The product is: [C:29]([N:16]([CH2:15][C:11]1[CH:10]=[C:9]([C:3]2[C:2]([CH3:1])=[CH:7][CH:6]=[CH:5][C:4]=2[CH3:8])[CH:14]=[CH:13][CH:12]=1)[C:17]1[CH:18]=[CH:19][C:20]([CH2:23][CH2:24][C:25]([O:27][CH3:28])=[O:26])=[CH:21][CH:22]=1)(=[O:31])[CH3:30]. (8) Given the reactants [Cl:1][C:2]1[CH:7]=[CH:6][C:5]([NH2:8])=[CH:4][C:3]=1[C:9]1[O:10][C:11]2[CH:17]=[C:16]([Cl:18])[CH:15]=[CH:14][C:12]=2[N:13]=1.[F:19][C:20]([F:31])([F:30])[C:21]1[CH:29]=[CH:28][CH:27]=[CH:26][C:22]=1[C:23](Cl)=[O:24], predict the reaction product. The product is: [Cl:1][C:2]1[CH:7]=[CH:6][C:5]([NH:8][C:23](=[O:24])[C:22]2[CH:26]=[CH:27][CH:28]=[CH:29][C:21]=2[C:20]([F:19])([F:30])[F:31])=[CH:4][C:3]=1[C:9]1[O:10][C:11]2[CH:17]=[C:16]([Cl:18])[CH:15]=[CH:14][C:12]=2[N:13]=1. (9) Given the reactants [CH2:1]1[C:9]2[C:4](=[CH:5][C:6]([O:10][S:11]([C:14]([F:17])([F:16])[F:15])(=[O:13])=[O:12])=[CH:7][CH:8]=2)[CH2:3][CH2:2]1.C(N(CC)CC)C, predict the reaction product. The product is: [CH2:1]1[C:9]2[C:4](=[CH:5][C:6]([OH:10])=[CH:7][CH:8]=2)[CH2:3][CH2:2]1.[F:15][C:14]([F:17])([F:16])[S:11]([O:10][S:11]([C:14]([F:17])([F:16])[F:15])(=[O:12])=[O:10])(=[O:13])=[O:12].